This data is from Catalyst prediction with 721,799 reactions and 888 catalyst types from USPTO. The task is: Predict which catalyst facilitates the given reaction. (1) Reactant: [Cl:1][C:2]1[CH:7]=[CH:6][C:5]([N:8]2[C:13](=[O:14])[C:12]3[CH:15]=[N:16][N:17]([C:18]4[CH:23]=[CH:22][CH:21]=[C:20]([S:24]([N:27]5[C:31]([CH3:32])=[CH:30][CH:29]=[C:28]5[CH3:33])(=[O:26])=[O:25])[CH:19]=4)[C:11]=3[N:10]=[C:9]2[C:34]2[CH:39]=[CH:38][C:37](B3OC(C)(C)C(C)(C)O3)=[CH:36][CH:35]=2)=[CH:4][CH:3]=1.[NH2:49][C:50]1[CH:51]=[CH:52][C:53](Br)=[N:54][CH:55]=1.C(=O)([O-])[O-].[Cs+].[Cs+]. Product: [NH2:49][C:50]1[CH:51]=[CH:52][C:53]([C:37]2[CH:38]=[CH:39][C:34]([C:9]3[N:8]([C:5]4[CH:4]=[CH:3][C:2]([Cl:1])=[CH:7][CH:6]=4)[C:13](=[O:14])[C:12]4[CH:15]=[N:16][N:17]([C:18]5[CH:23]=[CH:22][CH:21]=[C:20]([S:24]([N:27]6[C:31]([CH3:32])=[CH:30][CH:29]=[C:28]6[CH3:33])(=[O:25])=[O:26])[CH:19]=5)[C:11]=4[N:10]=3)=[CH:35][CH:36]=2)=[N:54][CH:55]=1. The catalyst class is: 423. (2) Reactant: Br[C:2]1[C:3]([N:22]2[CH2:26][CH2:25][O:24][C:23]2=[O:27])=[CH:4][C:5]2[O:9][C:8]([C:10]3[CH:15]=[CH:14][C:13]([F:16])=[CH:12][CH:11]=3)=[C:7]([C:17]([NH:19][CH3:20])=[O:18])[C:6]=2[CH:21]=1.[F:28][C:29]1[C:34]2[N:35]=[C:36]([C:38]3[CH:43]=[C:42](B4OC(C)(C)C(C)(C)O4)[CH:41]=[CH:40][C:39]=3[O:53][CH3:54])[O:37][C:33]=2[CH:32]=[CH:31][CH:30]=1. Product: [F:28][C:29]1[C:34]2[N:35]=[C:36]([C:38]3[CH:43]=[C:42]([C:2]4[C:3]([N:22]5[CH2:26][CH2:25][O:24][C:23]5=[O:27])=[CH:4][C:5]5[O:9][C:8]([C:10]6[CH:15]=[CH:14][C:13]([F:16])=[CH:12][CH:11]=6)=[C:7]([C:17]([NH:19][CH3:20])=[O:18])[C:6]=5[CH:21]=4)[CH:41]=[CH:40][C:39]=3[O:53][CH3:54])[O:37][C:33]=2[CH:32]=[CH:31][CH:30]=1. The catalyst class is: 117. (3) Reactant: [CH3:1][O:2][C:3]1[CH:4]=[C:5]2[C:9](=[C:10]([CH3:12])[CH:11]=1)[NH:8][CH:7]=[C:6]2[CH:13]1[CH2:18][CH2:17][N:16]([CH3:19])[CH2:15][CH2:14]1.I[CH2:21][CH2:22][CH3:23].[H-].[K+].C1OCCOCCOCCOCCOCCOC1. Product: [CH2:21]([N:8]1[C:9]2[C:5](=[CH:4][C:3]([O:2][CH3:1])=[CH:11][C:10]=2[CH3:12])[C:6]([CH:13]2[CH2:14][CH2:15][N:16]([CH3:19])[CH2:17][CH2:18]2)=[CH:7]1)[CH2:22][CH3:23]. The catalyst class is: 1. (4) Reactant: C1C2C(O[C:15]([N:17](C)[C@@H:18]([CH3:49])[C:19]([NH:21][C:22]3[CH:48]=[CH:47][C:25]([CH2:26][C@@H:27]4[CH2:31][CH2:30][C@H:29]([C@H:32]([OH:39])[C:33]5[CH:34]=[N:35][CH:36]=[CH:37][CH:38]=5)[N:28]4[C:40]([O:42][C:43]([CH3:46])([CH3:45])[CH3:44])=[O:41])=[CH:24][CH:23]=3)=[O:20])=O)C3C(=CC=CC=3)C=2C=CC=1.N1CCCCC1. Product: [OH:39][C@H:32]([C:33]1[CH:34]=[N:35][CH:36]=[CH:37][CH:38]=1)[C@H:29]1[CH2:30][CH2:31][C@@H:27]([CH2:26][C:25]2[CH:47]=[CH:48][C:22]([NH:21][C:19](=[O:20])[C@@H:18]([NH:17][CH3:15])[CH3:49])=[CH:23][CH:24]=2)[N:28]1[C:40]([O:42][C:43]([CH3:46])([CH3:44])[CH3:45])=[O:41]. The catalyst class is: 266. (5) Reactant: [OH:1][CH2:2][C@@H:3]1[CH2:8][CH2:7][CH2:6][N:5]([C:9](=[O:14])[CH2:10][CH:11]([CH3:13])[CH3:12])[CH2:4]1.[H-].[Na+].[NH2:17][C:18]1[CH:25]=[CH:24][CH:23]=[C:22](F)[C:19]=1[C:20]#[N:21]. Product: [NH2:17][C:18]1[CH:25]=[CH:24][CH:23]=[C:22]([O:1][CH2:2][C@@H:3]2[CH2:8][CH2:7][CH2:6][N:5]([C:9](=[O:14])[CH2:10][CH:11]([CH3:12])[CH3:13])[CH2:4]2)[C:19]=1[C:20]#[N:21]. The catalyst class is: 1.